Task: Binary Classification. Given a drug SMILES string, predict its activity (active/inactive) in a high-throughput screening assay against a specified biological target.. Dataset: HIV replication inhibition screening data with 41,000+ compounds from the AIDS Antiviral Screen (1) The compound is O=C(CCCl)N1CCN(C(=O)CCCl)c2c1c1ccccc1c1ccccc21. The result is 0 (inactive). (2) The compound is CC(C(N)=O)N(C)C(=O)c1cnc2ccccc2c1. The result is 0 (inactive).